From a dataset of Catalyst prediction with 721,799 reactions and 888 catalyst types from USPTO. Predict which catalyst facilitates the given reaction. (1) Reactant: [Cl:1][C:2]1[CH:7]=[CH:6][C:5]([S:8]([C:11]2([C:27]3[CH:32]=[C:31]([F:33])[CH:30]=[CH:29][C:28]=3[F:34])[CH2:16][CH2:15][CH:14]([CH2:17][C:18]([C:20]3[O:24][C:23]([CH:25]=[O:26])=[CH:22][CH:21]=3)=[O:19])[CH2:13][CH2:12]2)(=[O:10])=[O:9])=[CH:4][CH:3]=1.S(=O)(=O)([OH:37])N.Cl([O-])=O.[Na+]. Product: [Cl:1][C:2]1[CH:7]=[CH:6][C:5]([S:8]([C:11]2([C:27]3[CH:32]=[C:31]([F:33])[CH:30]=[CH:29][C:28]=3[F:34])[CH2:12][CH2:13][CH:14]([CH2:17][C:18]([C:20]3[O:24][C:23]([C:25]([OH:37])=[O:26])=[CH:22][CH:21]=3)=[O:19])[CH2:15][CH2:16]2)(=[O:10])=[O:9])=[CH:4][CH:3]=1. The catalyst class is: 46. (2) Reactant: [O:1]1[C:5]2[CH:6]=[CH:7][C:8]([CH:10]([CH2:15][C:16]3[CH:21]=[CH:20][CH:19]=[CH:18][CH:17]=3)[CH2:11][C:12](O)=[O:13])=[CH:9][C:4]=2[O:3][CH2:2]1.[H-].[Al+3].[Li+].[H-].[H-].[H-].O. Product: [O:1]1[C:5]2[CH:6]=[CH:7][C:8]([CH:10]([CH2:15][C:16]3[CH:17]=[CH:18][CH:19]=[CH:20][CH:21]=3)[CH2:11][CH2:12][OH:13])=[CH:9][C:4]=2[O:3][CH2:2]1. The catalyst class is: 1. (3) Reactant: [CH2:1]([NH:3][C:4]([N:18]1[CH2:22][CH:21]([CH2:23][CH3:24])[CH:20]=[N:19]1)=[N:5][S:6]([C:9]1[CH:17]=[C:16]2[C:12]([CH2:13][CH2:14][NH:15]2)=[CH:11][CH:10]=1)(=[O:8])=[O:7])[CH3:2]. Product: [CH2:1]([NH:3][C:4]([N:18]1[CH2:22][CH:21]([CH2:23][CH3:24])[CH:20]=[N:19]1)=[N:5][S:6]([C:9]1[CH:17]=[C:16]2[C:12]([CH:13]=[CH:14][NH:15]2)=[CH:11][CH:10]=1)(=[O:7])=[O:8])[CH3:2]. The catalyst class is: 11. (4) The catalyst class is: 18. Reactant: C([O:3][C:4](=[O:13])[C:5]1[CH:10]=[CH:9][C:8]([NH2:11])=[C:7]([NH2:12])[CH:6]=1)C.[Cl:14][C:15]1[CH:20]=[CH:19][CH:18]=[C:17]([Cl:21])[C:16]=1[N:22]=[C:23]=S.C1CCC(N=C=NC2CCCCC2)CC1. Product: [Cl:14][C:15]1[CH:20]=[CH:19][CH:18]=[C:17]([Cl:21])[C:16]=1[NH:22][C:23]1[NH:11][C:8]2[CH:9]=[CH:10][C:5]([C:4]([OH:3])=[O:13])=[CH:6][C:7]=2[N:12]=1. (5) Reactant: [CH:1]1([C:4]2[N:8]=[C:7]([C:9]3[C:13]4[CH2:14][O:15][CH2:16][CH2:17][C:12]=4[S:11][C:10]=3[NH2:18])[O:6][N:5]=2)[CH2:3][CH2:2]1.[C:19]12[C:27](=[O:28])[O:26][C:24](=[O:25])[C:20]=1[CH2:21][CH2:22][CH2:23]2. Product: [CH:1]1([C:4]2[N:8]=[C:7]([C:9]3[C:13]4[CH2:14][O:15][CH2:16][CH2:17][C:12]=4[S:11][C:10]=3[NH:18][C:27]([C:19]3[CH2:23][CH2:22][CH2:21][C:20]=3[C:24]([OH:26])=[O:25])=[O:28])[O:6][N:5]=2)[CH2:3][CH2:2]1. The catalyst class is: 61.